From a dataset of Forward reaction prediction with 1.9M reactions from USPTO patents (1976-2016). Predict the product of the given reaction. (1) Given the reactants [N:1]1[C:8]([Cl:9])=[N:7][C:5](Cl)=[N:4][C:2]=1[Cl:3].CC(C)=O.C(=O)([O-])O.[Na+].[CH:19]([S:22]([C:25]1[CH:31]=[CH:30][CH:29]=[CH:28][C:26]=1[NH2:27])(=[O:24])=[O:23])([CH3:21])[CH3:20], predict the reaction product. The product is: [Cl:9][C:8]1[N:1]=[C:2]([Cl:3])[N:4]=[C:5]([NH:27][C:26]2[CH:28]=[CH:29][CH:30]=[CH:31][C:25]=2[S:22]([CH:19]([CH3:21])[CH3:20])(=[O:24])=[O:23])[N:7]=1. (2) Given the reactants [CH3:1][S:2][C:3]1[N:4]=[CH:5][C:6]2[C:15](=[O:16])[N:14]([C:17]3[CH:18]=[C:19]([C:23]4[O:27][C:26](=[O:28])[N:25]([CH2:29][C:30](O)=[O:31])[N:24]=4)[CH:20]=[CH:21][CH:22]=3)[CH2:13][C@H:12]3[N:8]([CH2:9][CH2:10][CH2:11]3)[C:7]=2[N:33]=1.ON1C2C=CC=CC=2N=N1.[CH2:44]([N:46]=[C:47]=NCCCN(C)C)C.CNC.C1COCC1, predict the reaction product. The product is: [CH3:44][N:46]([CH3:47])[C:30](=[O:31])[CH2:29][N:25]1[N:24]=[C:23]([C:19]2[CH:20]=[CH:21][CH:22]=[C:17]([N:14]3[CH2:13][C@H:12]4[N:8]([CH2:9][CH2:10][CH2:11]4)[C:7]4[N:33]=[C:3]([S:2][CH3:1])[N:4]=[CH:5][C:6]=4[C:15]3=[O:16])[CH:18]=2)[O:27][C:26]1=[O:28]. (3) Given the reactants [F:1][C:2]1[CH:3]=[CH:4][C:5]([NH:8][NH:9][C:10]([N:12]2[CH2:17][CH2:16][O:15][CH2:14][C@@H:13]2[CH3:18])=O)=[N:6][CH:7]=1.C1(P(C2C=CC=CC=2)C2C=CC=CC=2)C=CC=CC=1.C(N(CC)CC)C.ClC(Cl)(Cl)C(Cl)(Cl)Cl, predict the reaction product. The product is: [F:1][C:2]1[CH:3]=[CH:4][C:5]2[N:6]([C:10]([N:12]3[CH2:17][CH2:16][O:15][CH2:14][C@@H:13]3[CH3:18])=[N:9][N:8]=2)[CH:7]=1. (4) Given the reactants Cl.[F:2][C:3]1[CH:4]=[C:5]([C:9](=[O:20])[CH2:10][C:11]2[NH:15][C:14]3[CH2:16][CH2:17][CH2:18][CH2:19][C:13]=3[N:12]=2)[CH:6]=[CH:7][CH:8]=1.C[O-].[Na+].[C:24](OC)(=[O:27])[C:25]#[CH:26], predict the reaction product. The product is: [F:2][C:3]1[CH:4]=[C:5]([CH:6]=[CH:7][CH:8]=1)[C:9]([C:10]1[CH:26]=[CH:25][C:24](=[O:27])[N:15]2[C:14]3[CH2:16][CH2:17][CH2:18][CH2:19][C:13]=3[NH:12][C:11]=12)=[O:20]. (5) Given the reactants C1(C2C=CC=CC=2)C=CC(C[C@@H](NC(=O)[CH2:9][CH2:10][C:11](OCCBr)=[O:12])[CH2:9][C@@H:10](C)[C:11](O)=[O:12])=CC=1.[C:32]1([C:54]2[CH:59]=[CH:58][CH:57]=[CH:56][CH:55]=2)[CH:37]=[CH:36][C:35]([CH2:38][C@@H:39]([NH:46][C:47](OC(C)(C)C)=[O:48])[CH2:40][C@@H:41]([CH3:45])[C:42]([OH:44])=[O:43])=[CH:34][CH:33]=1.Br[CH2:61][CH2:62]OC(=O)CCC(=O)C.C(=O)([O-])[O-].[Cs+].[Cs+], predict the reaction product. The product is: [CH2:61]([O:44][C:42](=[O:43])[C@H:41]([CH3:45])[CH2:40][C@H:39]([N:46]1[C:47](=[O:48])[CH2:9][CH2:10][C:11]1=[O:12])[CH2:38][C:35]1[CH:36]=[CH:37][C:32]([C:54]2[CH:55]=[CH:56][CH:57]=[CH:58][CH:59]=2)=[CH:33][CH:34]=1)[CH3:62]. (6) Given the reactants [O:1]1[C:5]2[CH:6]=[CH:7][C:8]([C:10]3([C:13]([NH:15][C:16]4[N:21]=[C:20]([C:22]5[CH:27]=[CH:26][N:25]=[C:24]([O:28]C)[CH:23]=5)[C:19]([CH3:30])=[C:18]([CH3:31])[CH:17]=4)=[O:14])[CH2:12][CH2:11]3)=[CH:9][C:4]=2[CH2:3][CH2:2]1.[Si](I)(C)(C)C.CO.C(OCC)(=O)C, predict the reaction product. The product is: [O:1]1[C:5]2[CH:6]=[CH:7][C:8]([C:10]3([C:13]([NH:15][C:16]4[CH:17]=[C:18]([CH3:31])[C:19]([CH3:30])=[C:20]([C:22]5[CH:27]=[CH:26][NH:25][C:24](=[O:28])[CH:23]=5)[N:21]=4)=[O:14])[CH2:12][CH2:11]3)=[CH:9][C:4]=2[CH2:3][CH2:2]1.